This data is from Peptide-MHC class II binding affinity with 134,281 pairs from IEDB. The task is: Regression. Given a peptide amino acid sequence and an MHC pseudo amino acid sequence, predict their binding affinity value. This is MHC class II binding data. (1) The MHC is DRB1_0301 with pseudo-sequence DRB1_0301. The binding affinity (normalized) is 0.125. The peptide sequence is LRLSALRGLFSAVIE. (2) The MHC is DRB3_0101 with pseudo-sequence DRB3_0101. The binding affinity (normalized) is 0.652. The peptide sequence is GELQIVDKIDPAFKI. (3) The binding affinity (normalized) is 0.433. The MHC is HLA-DQA10501-DQB10201 with pseudo-sequence HLA-DQA10501-DQB10201. The peptide sequence is WIEQEKPEYW. (4) The peptide sequence is FGSMPALTIACMTVQ. The MHC is DRB4_0101 with pseudo-sequence DRB4_0103. The binding affinity (normalized) is 0.478. (5) The peptide sequence is GLCAFLATRIFGRRS. The MHC is HLA-DQA10303-DQB10402 with pseudo-sequence HLA-DQA10303-DQB10402. The binding affinity (normalized) is 0.603.